This data is from Forward reaction prediction with 1.9M reactions from USPTO patents (1976-2016). The task is: Predict the product of the given reaction. (1) Given the reactants Br[C:2]1[C:10]2[C:9](=[O:11])[N:8]([CH2:12][CH2:13][C:14]3[CH:23]=[CH:22][C:21]4[C:16](=[CH:17][CH:18]=[C:19]([F:24])[CH:20]=4)[N:15]=3)[N:7]=[CH:6][C:5]=2[S:4][CH:3]=1.[N:25]1[CH:30]=[CH:29][C:28](B(O)O)=[CH:27][CH:26]=1.C([O-])([O-])=O.[K+].[K+], predict the reaction product. The product is: [F:24][C:19]1[CH:20]=[C:21]2[C:16](=[CH:17][CH:18]=1)[N:15]=[C:14]([CH2:13][CH2:12][N:8]1[C:9](=[O:11])[C:10]3[C:2]([C:28]4[CH:29]=[CH:30][N:25]=[CH:26][CH:27]=4)=[CH:3][S:4][C:5]=3[CH:6]=[N:7]1)[CH:23]=[CH:22]2. (2) Given the reactants [C:1]([O-:4])(=[O:3])[CH3:2].C(Cl)(=O)C.[CH2:9](O)[CH2:10][CH:11]([CH3:13])[CH3:12].N1C=CC=CC=1.Cl, predict the reaction product. The product is: [C:1]([O:4][CH2:9][CH2:10][CH:11]([CH3:13])[CH3:12])(=[O:3])[CH3:2]. (3) The product is: [Cl:20][C:5]1[C:4]([O:3][CH3:2])=[CH:19][C:8]2[N:9]([CH:13]3[CH2:14][CH2:15][N:16]([CH:24]4[CH2:25][CH2:26][O:21][CH2:22][CH2:23]4)[CH2:17][CH2:18]3)[C:10](=[O:12])[NH:11][C:7]=2[CH:6]=1. Given the reactants Cl.[CH3:2][O:3][C:4]1[C:5]([Cl:20])=[CH:6][C:7]2[NH:11][C:10](=[O:12])[N:9]([CH:13]3[CH2:18][CH2:17][NH:16][CH2:15][CH2:14]3)[C:8]=2[CH:19]=1.[O:21]1[CH2:26][CH2:25][C:24](=O)[CH2:23][CH2:22]1.[BH3-]C#N.[Na+], predict the reaction product. (4) Given the reactants [C:1]1([C:7](=[N:14][CH2:15][C:16]([O:18][CH2:19][CH3:20])=[O:17])[C:8]2[CH:13]=[CH:12][CH:11]=[CH:10][CH:9]=2)[CH:6]=[CH:5][CH:4]=[CH:3][CH:2]=1.Br[C:22]1[CH:27]=[CH:26][C:25]([O:28][C:29]([F:32])([F:31])[F:30])=[C:24]([F:33])[CH:23]=1.P([O-])([O-])([O-])=O.[K+].[K+].[K+], predict the reaction product. The product is: [C:1]1([C:7](=[N:14][CH:15]([C:22]2[CH:27]=[CH:26][C:25]([O:28][C:29]([F:31])([F:32])[F:30])=[C:24]([F:33])[CH:23]=2)[C:16]([O:18][CH2:19][CH3:20])=[O:17])[C:8]2[CH:9]=[CH:10][CH:11]=[CH:12][CH:13]=2)[CH:2]=[CH:3][CH:4]=[CH:5][CH:6]=1. (5) Given the reactants C[Si](C)(C)[N-][Si](C)(C)C.[K+].[C:11]1([CH3:17])[CH:16]=[CH:15][CH:14]=[CH:13][CH:12]=1.C([C@H]1[N:30]2[C@@H]([S:25][CH2:26][CH2:27][C@H:28]([NH:32][C:33](=[O:39])[O:34][C:35]([CH3:38])([CH3:37])[CH3:36])[C:29]2=[O:31])CCC1)=O, predict the reaction product. The product is: [O:31]=[C:29]1[C@@H:28]([NH:32][C:33](=[O:39])[O:34][C:35]([CH3:37])([CH3:36])[CH3:38])[CH2:27][CH2:26][S:25][C@H:17]2[CH2:11][CH2:16][CH2:15][C@@H:14]([CH:13]=[CH2:12])[N:30]12. (6) Given the reactants CO[CH:3](OC)[N:4]([CH3:6])[CH3:5].[CH:9]12[CH2:18][CH:13]3[CH2:14][CH:15]([CH2:17][CH:11]([CH2:12]3)[CH:10]1[NH:19][C:20](=[O:28])[CH2:21][C:22](=[O:27])[C:23]([CH3:26])([CH3:25])[CH3:24])[CH2:16]2, predict the reaction product. The product is: [CH:9]12[CH2:16][CH:15]3[CH2:14][CH:13]([CH2:12][CH:11]([CH2:17]3)[CH:10]1[NH:19][C:20](=[O:28])[C:21](=[CH:3][N:4]([CH3:5])[CH3:6])[C:22](=[O:27])[C:23]([CH3:24])([CH3:25])[CH3:26])[CH2:18]2. (7) Given the reactants O[N:2]1[C:10]2[C:5](=[CH:6][C:7]([C:11]#[N:12])=[CH:8][CH:9]=2)[C:4]([C:13]2[CH:18]=[CH:17][C:16]([CH2:19][N:20]3[CH2:25][CH2:24][O:23][CH2:22][CH2:21]3)=[CH:15][N:14]=2)=[C:3]1[OH:26].C(O)(C)C, predict the reaction product. The product is: [OH:26][C:3]1[NH:2][C:10]2[C:5]([C:4]=1[C:13]1[CH:18]=[CH:17][C:16]([CH2:19][N:20]3[CH2:21][CH2:22][O:23][CH2:24][CH2:25]3)=[CH:15][N:14]=1)=[CH:6][C:7]([C:11]#[N:12])=[CH:8][CH:9]=2.